From a dataset of Reaction yield outcomes from USPTO patents with 853,638 reactions. Predict the reaction yield, written as a fraction of the theoretical maximum amount of product (1.0 means a 100% yield; for example, 0.34 means a 34% yield). (1) The reactants are [CH3:1][N:2]1[C:6]([C:7]2[CH:12]=[CH:11][CH:10]=[CH:9][CH:8]=2)=[N:5][C:4]([C:13]2[CH:22]=[CH:21][C:16]([C:17]([O:19]C)=[O:18])=[CH:15][CH:14]=2)=[N:3]1.[OH-].[Na+].O1CCCC1.Cl. The catalyst is CO. The yield is 0.970. The product is [CH3:1][N:2]1[C:6]([C:7]2[CH:8]=[CH:9][CH:10]=[CH:11][CH:12]=2)=[N:5][C:4]([C:13]2[CH:14]=[CH:15][C:16]([C:17]([OH:19])=[O:18])=[CH:21][CH:22]=2)=[N:3]1. (2) The reactants are [C:1]([C:3]1([C:23]2[CH:28]=[CH:27][CH:26]=[CH:25][CH:24]=2)[CH2:8][CH2:7][N:6]([CH2:9][CH2:10][CH2:11]C2C=CC=C3C(NC(=O)C=23)=O)[CH2:5][CH2:4]1)#[N:2].[NH2:29]N. The catalyst is CO. The product is [C:1]([C:3]1([C:23]2[CH:28]=[CH:27][CH:26]=[CH:25][CH:24]=2)[CH2:8][CH2:7][N:6]([CH2:9][CH2:10][CH2:11][NH2:29])[CH2:5][CH2:4]1)#[N:2]. The yield is 0.960. (3) The reactants are [CH2:1]([N:8]([CH2:19][C:20]1[CH:25]=[CH:24][CH:23]=[CH:22][CH:21]=1)[C:9]1[C:16]([CH3:17])=[CH:15][C:12]([CH:13]=[O:14])=[C:11]([CH3:18])[CH:10]=1)[C:2]1[CH:7]=[CH:6][CH:5]=[CH:4][CH:3]=1.[CH2:26](O)[CH2:27][OH:28].C1(C)C=CC(S(O)(=O)=O)=CC=1.S([O-])([O-])(=O)=O.[Mg+2]. The catalyst is C1(C)C=CC=CC=1.CCOC(C)=O. The product is [CH2:19]([N:8]([CH2:1][C:2]1[CH:3]=[CH:4][CH:5]=[CH:6][CH:7]=1)[C:9]1[CH:10]=[C:11]([CH3:18])[C:12]([CH:13]2[O:28][CH2:27][CH2:26][O:14]2)=[CH:15][C:16]=1[CH3:17])[C:20]1[CH:21]=[CH:22][CH:23]=[CH:24][CH:25]=1. The yield is 0.780. (4) The reactants are [CH2:1]([C:3]1[CH:11]=[C:10]2[C:6]([C:7](=O)[C:8](=[O:12])[NH:9]2)=[CH:5][CH:4]=1)[CH3:2].[CH:14]1[C:19]([NH:20][NH2:21])=[CH:18][CH:17]=[C:16]([S:22]([NH2:25])(=[O:24])=[O:23])[CH:15]=1.Cl. No catalyst specified. The product is [CH2:1]([C:3]1[CH:11]=[C:10]2[C:6]([C:7](=[N:21][NH:20][C:19]3[CH:18]=[CH:17][C:16]([S:22]([NH2:25])(=[O:23])=[O:24])=[CH:15][CH:14]=3)[C:8](=[O:12])[NH:9]2)=[CH:5][CH:4]=1)[CH3:2]. The yield is 0.790. (5) The reactants are Br[CH2:2]/[CH:3]=[CH:4]/[C:5]([NH:7][C:8]1[CH:9]=[C:10]2[C:15](=[CH:16][C:17]=1[O:18][C@H:19]1[CH2:23][CH2:22][O:21][CH2:20]1)[N:14]=[CH:13][N:12]=[C:11]2[NH:24][C:25]1[CH:30]=[CH:29][C:28]([Cl:31])=[C:27]([Cl:32])[C:26]=1[F:33])=[O:6].CCN(C(C)C)C(C)C.[O:43]1[C@H:48]2[CH2:49][NH:50][CH2:51][C@H:47]2[O:46][CH2:45][CH2:44]1.O. The catalyst is CC(N(C)C)=O. The product is [Cl:32][C:27]1[C:26]([F:33])=[C:25]([NH:24][C:11]2[C:10]3[C:15](=[CH:16][C:17]([O:18][C@H:19]4[CH2:23][CH2:22][O:21][CH2:20]4)=[C:8]([NH:7][C:5](=[O:6])/[CH:4]=[CH:3]/[CH2:2][N:50]4[CH2:49][C@H:48]5[O:43][CH2:44][CH2:45][O:46][C@H:47]5[CH2:51]4)[CH:9]=3)[N:14]=[CH:13][N:12]=2)[CH:30]=[CH:29][C:28]=1[Cl:31]. The yield is 0.0674. (6) The reactants are O=P(Cl)(Cl)[Cl:3].[CH3:6][C@H:7]1[C:15]2[C:14](O)=[N:13][CH:12]=[N:11][C:10]=2[CH2:9][CH2:8]1.C([O-])(O)=O.[Na+]. The catalyst is ClCCCl. The product is [Cl:3][C:14]1[C:15]2[C@H:7]([CH3:6])[CH2:8][CH2:9][C:10]=2[N:11]=[CH:12][N:13]=1. The yield is 0.611.